The task is: Predict the reactants needed to synthesize the given product.. This data is from Retrosynthesis with 50K atom-mapped reactions and 10 reaction types from USPTO. (1) Given the product CCOC(=O)c1cc(Oc2ccc([N+](=O)[O-])c(F)c2)ccn1, predict the reactants needed to synthesize it. The reactants are: CCOC(=O)c1cc(Cl)ccn1.O=[N+]([O-])c1ccc(O)cc1F. (2) Given the product O=C(O)/C(=N\OC(c1ccccc1)(c1ccccc1)c1ccccc1)c1csc(NC(c2ccccc2)(c2ccccc2)c2ccccc2)n1, predict the reactants needed to synthesize it. The reactants are: CCOC(=O)/C(=N\OC(c1ccccc1)(c1ccccc1)c1ccccc1)c1csc(NC(c2ccccc2)(c2ccccc2)c2ccccc2)n1. (3) Given the product N#CC1(c2cccc(CNC(=O)OCc3ccccc3)c2)CCN(C(=O)c2cncc(CCc3ccccc3)c2)CC1, predict the reactants needed to synthesize it. The reactants are: N#CC1(c2cccc(CNC(=O)OCc3ccccc3)c2)CCNCC1.O=C(O)c1cncc(CCc2ccccc2)c1. (4) Given the product CCN1C(=O)C(C)(C)C(=O)N(C)c2cc(CN(CCc3cccnc3)C(=O)Cc3cn(C)c4ccccc34)ccc21, predict the reactants needed to synthesize it. The reactants are: CCN1C(=O)C(C)(C)C(=O)N(C)c2cc(CNCCc3cccnc3)ccc21.Cn1cc(CC(=O)O)c2ccccc21. (5) Given the product NC(=O)c1cccc(-c2cnn3c(-c4cccc(NC(=O)c5cccc(C(F)(F)F)c5)c4)ccnc23)c1, predict the reactants needed to synthesize it. The reactants are: CN(C)C=O.O=C(O)c1cccc(-c2cnn3c(-c4cccc(NC(=O)c5cccc(C(F)(F)F)c5)c4)ccnc23)c1. (6) Given the product Cc1cnc2[nH]c([Si](C)(C)C)c(-c3cncnc3)c2c1, predict the reactants needed to synthesize it. The reactants are: C[Si](C)(C)C#Cc1cncnc1.Cc1cnc(N)c(I)c1. (7) Given the product CCN(CC)CCOc1cccc(N(C)C)c1CN1CCC(Nc2nc(NCCN(C)C)nc3cc(OC)c(OC)cc23)CC1, predict the reactants needed to synthesize it. The reactants are: CCN(CC)CCOc1cccc(N(C)C)c1C=O.COc1cc2nc(NCCN(C)C)nc(NC3CCNCC3)c2cc1OC.